This data is from NCI-60 drug combinations with 297,098 pairs across 59 cell lines. The task is: Regression. Given two drug SMILES strings and cell line genomic features, predict the synergy score measuring deviation from expected non-interaction effect. (1) Drug 1: C1=NC2=C(N=C(N=C2N1C3C(C(C(O3)CO)O)O)F)N. Drug 2: CC1=C(N=C(N=C1N)C(CC(=O)N)NCC(C(=O)N)N)C(=O)NC(C(C2=CN=CN2)OC3C(C(C(C(O3)CO)O)O)OC4C(C(C(C(O4)CO)O)OC(=O)N)O)C(=O)NC(C)C(C(C)C(=O)NC(C(C)O)C(=O)NCCC5=NC(=CS5)C6=NC(=CS6)C(=O)NCCC[S+](C)C)O. Cell line: SNB-75. Synergy scores: CSS=14.8, Synergy_ZIP=-2.80, Synergy_Bliss=2.42, Synergy_Loewe=-11.8, Synergy_HSA=0.186. (2) Drug 1: COC1=C(C=C2C(=C1)N=CN=C2NC3=CC(=C(C=C3)F)Cl)OCCCN4CCOCC4. Drug 2: CN(C)C1=NC(=NC(=N1)N(C)C)N(C)C. Cell line: NCI-H460. Synergy scores: CSS=22.4, Synergy_ZIP=-5.76, Synergy_Bliss=1.62, Synergy_Loewe=-31.4, Synergy_HSA=-0.195. (3) Drug 1: CCCS(=O)(=O)NC1=C(C(=C(C=C1)F)C(=O)C2=CNC3=C2C=C(C=N3)C4=CC=C(C=C4)Cl)F. Drug 2: C1CN1P(=S)(N2CC2)N3CC3. Cell line: NCIH23. Synergy scores: CSS=11.3, Synergy_ZIP=-4.99, Synergy_Bliss=-12.5, Synergy_Loewe=-22.7, Synergy_HSA=-15.7. (4) Drug 1: CNC(=O)C1=NC=CC(=C1)OC2=CC=C(C=C2)NC(=O)NC3=CC(=C(C=C3)Cl)C(F)(F)F. Drug 2: C1=NNC2=C1C(=O)NC=N2. Cell line: NCI-H522. Synergy scores: CSS=17.1, Synergy_ZIP=-4.70, Synergy_Bliss=-0.407, Synergy_Loewe=3.77, Synergy_HSA=3.95. (5) Drug 1: CC1OCC2C(O1)C(C(C(O2)OC3C4COC(=O)C4C(C5=CC6=C(C=C35)OCO6)C7=CC(=C(C(=C7)OC)O)OC)O)O. Drug 2: CCCS(=O)(=O)NC1=C(C(=C(C=C1)F)C(=O)C2=CNC3=C2C=C(C=N3)C4=CC=C(C=C4)Cl)F. Cell line: SF-268. Synergy scores: CSS=8.27, Synergy_ZIP=-4.52, Synergy_Bliss=0.617, Synergy_Loewe=-22.2, Synergy_HSA=-1.98.